This data is from Full USPTO retrosynthesis dataset with 1.9M reactions from patents (1976-2016). The task is: Predict the reactants needed to synthesize the given product. (1) The reactants are: C(OC([NH:8][C@@H:9]1[CH2:14][CH2:13][C@H:12]([O:15][NH2:16])[CH2:11][CH2:10]1)=O)(C)(C)C.[ClH:17]. Given the product [ClH:17].[ClH:17].[NH2:8][C@@H:9]1[CH2:14][CH2:13][C@H:12]([O:15][NH2:16])[CH2:11][CH2:10]1, predict the reactants needed to synthesize it. (2) Given the product [Cl:10][C:11]1[CH:16]=[C:15]([N+:17]([O-:19])=[O:18])[CH:14]=[CH:13][C:12]=1[O:7][CH2:6][C:2]1[S:1][CH:5]=[CH:4][N:3]=1, predict the reactants needed to synthesize it. The reactants are: [S:1]1[CH:5]=[CH:4][N:3]=[C:2]1[CH2:6][OH:7].[H-].[Na+].[Cl:10][C:11]1[CH:16]=[C:15]([N+:17]([O-:19])=[O:18])[CH:14]=[CH:13][C:12]=1F.O.